From a dataset of Reaction yield outcomes from USPTO patents with 853,638 reactions. Predict the reaction yield, written as a fraction of the theoretical maximum amount of product (1.0 means a 100% yield; for example, 0.34 means a 34% yield). (1) The reactants are [CH3:1][C:2]1[CH:7]=[CH:6][C:5](OS(C(F)(F)F)(=O)=O)=[C:4]([N+:16]([O-:18])=[O:17])[CH:3]=1.[SH:19][C:20]1[CH:25]=[CH:24][C:23]([NH:26][C:27](=[O:29])[CH3:28])=[CH:22][CH:21]=1. No catalyst specified. The product is [CH3:1][C:2]1[CH:7]=[CH:6][C:5]([S:19][C:20]2[CH:21]=[CH:22][C:23]([NH:26][C:27](=[O:29])[CH3:28])=[CH:24][CH:25]=2)=[C:4]([N+:16]([O-:18])=[O:17])[CH:3]=1. The yield is 0.980. (2) The reactants are [CH3:1][NH:2][C:3]1[CH:8]=[CH:7][CH:6]=[CH:5][CH:4]=1.Br.Br[CH:11]([C:13]1[CH:14]=[C:15]([C:30]([N:32]([CH3:34])[CH3:33])=[O:31])[CH:16]=[C:17]2[C:22]=1[O:21][C:20]([N:23]1[CH2:28][CH2:27][O:26][CH2:25][CH2:24]1)=[CH:19][C:18]2=[O:29])[CH3:12]. No catalyst specified. The product is [CH3:33][N:32]([CH3:34])[C:30]([C:15]1[CH:16]=[C:17]2[C:22](=[C:13]([CH:11]([N:2]([CH3:1])[C:3]3[CH:8]=[CH:7][CH:6]=[CH:5][CH:4]=3)[CH3:12])[CH:14]=1)[O:21][C:20]([N:23]1[CH2:28][CH2:27][O:26][CH2:25][CH2:24]1)=[CH:19][C:18]2=[O:29])=[O:31]. The yield is 0.370. (3) The yield is 0.360. The catalyst is C1COCC1. The product is [Cl:1][C:2]1[C:3]2[C:10]([I:11])=[CH:9][N:8]([CH:13]3[CH2:18][CH2:17][N:16]([C:19]([O:21][C:22]([CH3:25])([CH3:24])[CH3:23])=[O:20])[CH2:15][CH2:14]3)[C:4]=2[N:5]=[CH:6][N:7]=1. The reactants are [Cl:1][C:2]1[C:3]2[C:10]([I:11])=[CH:9][NH:8][C:4]=2[N:5]=[CH:6][N:7]=1.O[CH:13]1[CH2:18][CH2:17][N:16]([C:19]([O:21][C:22]([CH3:25])([CH3:24])[CH3:23])=[O:20])[CH2:15][CH2:14]1.C1C=CC(P(C2C=CC=CC=2)C2C=CC=CC=2)=CC=1.CC(OC(/N=N/C(OC(C)C)=O)=O)C. (4) The reactants are C[O:2][C:3]([C:5]1[C:6]([C:24]2[CH:29]=[CH:28][C:27]([C:30](O)=[O:31])=[CH:26][CH:25]=2)=[CH:7][CH:8]=[C:9]([C:11]2[S:12][CH:13]=[C:14]([C:16]3[CH:21]=[CH:20][C:19]([Cl:22])=[C:18]([Cl:23])[CH:17]=3)[N:15]=2)[CH:10]=1)=[O:4].[NH2:33][CH2:34][CH2:35][C:36]1[CH:37]=[N:38][CH:39]=[CH:40][CH:41]=1. No catalyst specified. The product is [Cl:23][C:18]1[CH:17]=[C:16]([C:14]2[N:15]=[C:11]([C:9]3[CH:10]=[C:5]([C:3]([OH:4])=[O:2])[C:6]([C:24]4[CH:29]=[CH:28][C:27]([C:30](=[O:31])[NH:33][CH2:34][CH2:35][C:36]5[CH:37]=[N:38][CH:39]=[CH:40][CH:41]=5)=[CH:26][CH:25]=4)=[CH:7][CH:8]=3)[S:12][CH:13]=2)[CH:21]=[CH:20][C:19]=1[Cl:22]. The yield is 1.09. (5) The reactants are Br[C:2]1[CH:3]=[CH:4][C:5]2[O:9][CH:8]=[CH:7][C:6]=2[CH:10]=1.[Br-].[CH:12]1([Zn+])[CH2:17][CH2:16][CH2:15][CH2:14][CH2:13]1. The catalyst is C1COCC1.C(OCC)(=O)C.CC(C)([P](C(C)(C)C)([Pd][P](C(C)(C)C)(C(C)(C)C)C(C)(C)C)C(C)(C)C)C. The product is [CH:12]1([C:2]2[CH:3]=[CH:4][C:5]3[O:9][CH:8]=[CH:7][C:6]=3[CH:10]=2)[CH2:17][CH2:16][CH2:15][CH2:14][CH2:13]1. The yield is 0.430. (6) The reactants are [CH2:1]([CH:3]1[CH2:7][N:6]([C:8]([O:10][C:11]([CH3:14])([CH3:13])[CH3:12])=[O:9])[C@H:5]([C:15]([O:17]C)=[O:16])[CH2:4]1)[CH3:2].[Li+].[OH-]. The catalyst is CO. The product is [C:11]([O:10][C:8]([N:6]1[CH2:7][CH:3]([CH2:1][CH3:2])[CH2:4][C@H:5]1[C:15]([OH:17])=[O:16])=[O:9])([CH3:12])([CH3:13])[CH3:14]. The yield is 0.970.